From a dataset of Catalyst prediction with 721,799 reactions and 888 catalyst types from USPTO. Predict which catalyst facilitates the given reaction. The catalyst class is: 1. Product: [Br:8][C:3]1[CH:4]=[N:5][CH:6]=[CH:7][C:2]=1[NH:1][C:23](=[O:24])[O:22][C:19]([CH3:21])([CH3:20])[CH3:18]. Reactant: [NH2:1][C:2]1[CH:7]=[CH:6][N:5]=[CH:4][C:3]=1[Br:8].CCN(C(C)C)C(C)C.[CH3:18][C:19]([O:22][C:23](O[C:23]([O:22][C:19]([CH3:21])([CH3:20])[CH3:18])=[O:24])=[O:24])([CH3:21])[CH3:20].